From a dataset of Reaction yield outcomes from USPTO patents with 853,638 reactions. Predict the reaction yield, written as a fraction of the theoretical maximum amount of product (1.0 means a 100% yield; for example, 0.34 means a 34% yield). (1) The reactants are [CH2:1]([C:13]1[CH:18]=[CH:17][C:16]([S:19](Cl)(=[O:21])=[O:20])=[CH:15][CH:14]=1)[CH2:2][CH2:3][CH2:4][CH2:5][CH2:6][CH2:7][CH2:8][CH2:9][CH2:10][CH2:11][CH3:12].[NH2:23][C:24]1[S:28][C:27]([C:29]([O:31][CH2:32][CH3:33])=[O:30])=[N:26][N:25]=1.Cl. The catalyst is N1C=CC=CC=1. The product is [CH2:1]([C:13]1[CH:18]=[CH:17][C:16]([S:19]([NH:23][C:24]2[S:28][C:27]([C:29]([O:31][CH2:32][CH3:33])=[O:30])=[N:26][N:25]=2)(=[O:21])=[O:20])=[CH:15][CH:14]=1)[CH2:2][CH2:3][CH2:4][CH2:5][CH2:6][CH2:7][CH2:8][CH2:9][CH2:10][CH2:11][CH3:12]. The yield is 0.340. (2) The reactants are [C:1]([O:4][C@H:5]([C@H:7]([O:21][CH2:22][C:23]1[CH:28]=[CH:27][CH:26]=[CH:25][CH:24]=1)[C@@H:8]([O:13][CH2:14][C:15]1[CH:20]=[CH:19][CH:18]=[CH:17][CH:16]=1)[CH2:9][CH2:10]C=C)[CH3:6])(=[O:3])[CH3:2].B1C2CCCC1CCC2.P([O-])([O-])([O-])=O.[K+].[K+].[K+].Br/[CH:47]=[C:48](\[NH:53][C:54]([O:56][C:57]([CH3:60])([CH3:59])[CH3:58])=[O:55])/[C:49]([O:51][CH3:52])=[O:50]. The catalyst is C1COCC1.CN(C=O)C.C1C=CC(P(C2C=CC=CC=2)[C-]2C=CC=C2)=CC=1.C1C=CC(P(C2C=CC=CC=2)[C-]2C=CC=C2)=CC=1.Cl[Pd]Cl.[Fe+2]. The product is [C:1]([O:4][C@@H:5]([CH3:6])[C@H:7]([O:21][CH2:22][C:23]1[CH:28]=[CH:27][CH:26]=[CH:25][CH:24]=1)[C@@H:8]([O:13][CH2:14][C:15]1[CH:20]=[CH:19][CH:18]=[CH:17][CH:16]=1)[CH2:9][CH2:10]/[CH:47]=[C:48](\[NH:53][C:54]([O:56][C:57]([CH3:60])([CH3:59])[CH3:58])=[O:55])/[C:49]([O:51][CH3:52])=[O:50])(=[O:3])[CH3:2]. The yield is 0.860.